This data is from Catalyst prediction with 721,799 reactions and 888 catalyst types from USPTO. The task is: Predict which catalyst facilitates the given reaction. (1) Reactant: Cl[C:2]([O:4][CH2:5][C:6]1[CH:11]=[CH:10][CH:9]=[CH:8][CH:7]=1)=[O:3].[NH2:12][C:13]1[CH:24]=[C:23]([F:25])[C:16]2[N:17]([CH3:22])[C:18](=[O:21])[O:19][CH2:20][C:15]=2[C:14]=1[F:26].N1C=CC=CC=1. Product: [F:26][C:14]1[C:15]2[CH2:20][O:19][C:18](=[O:21])[N:17]([CH3:22])[C:16]=2[C:23]([F:25])=[CH:24][C:13]=1[NH:12][C:2](=[O:3])[O:4][CH2:5][C:6]1[CH:11]=[CH:10][CH:9]=[CH:8][CH:7]=1. The catalyst class is: 46. (2) Reactant: C(OC([NH:11][C@@H:12]([CH2:17][C:18]([F:27])([F:26])[CH2:19][C:20]1[CH:25]=[CH:24][CH:23]=[CH:22][CH:21]=1)[C:13]([O:15][CH3:16])=[O:14])=O)C1C=CC=CC=1. Product: [NH2:11][C@@H:12]([CH2:17][C:18]([F:26])([F:27])[CH2:19][C:20]1[CH:25]=[CH:24][CH:23]=[CH:22][CH:21]=1)[C:13]([O:15][CH3:16])=[O:14]. The catalyst class is: 5. (3) Reactant: [F:1][C:2]1[CH:3]=[C:4]([NH2:9])[CH:5]=[CH:6][C:7]=1[CH3:8].[S:10](C#N)[C:11]#[N:12].[K].BrBr. Product: [F:1][C:2]1[C:7]([CH3:8])=[CH:6][C:5]2[S:10][C:11]([NH2:12])=[N:9][C:4]=2[CH:3]=1. The catalyst class is: 15. (4) Reactant: [F:1][CH2:2][C@@H:3]1[C@@H:7]([C:8]2[CH:13]=[CH:12][C:11]([S:14]([CH3:16])=O)=[CH:10][CH:9]=2)[O:6][C:5]([C:17]2[CH:22]=[CH:21][CH:20]=[CH:19][CH:18]=2)=[N:4]1.C(N(S(F)(F)[F:29])CC)C. Product: [F:1][CH2:2][C@@H:3]1[C@@H:7]([C:8]2[CH:13]=[CH:12][C:11]([S:14][CH2:16][F:29])=[CH:10][CH:9]=2)[O:6][C:5]([C:17]2[CH:22]=[CH:21][CH:20]=[CH:19][CH:18]=2)=[N:4]1. The catalyst class is: 4. (5) Reactant: [F:1][C:2]1[CH:7]=[CH:6][C:5]([OH:8])=[C:4]([O:9][CH3:10])[CH:3]=1.C(=O)([O-])[O-].[K+].[K+].[CH2:17](Br)[C:18]#[CH:19]. Product: [F:1][C:2]1[CH:7]=[CH:6][C:5]([O:8][CH2:19][C:18]#[CH:17])=[C:4]([O:9][CH3:10])[CH:3]=1. The catalyst class is: 21.